From a dataset of Reaction yield outcomes from USPTO patents with 853,638 reactions. Predict the reaction yield, written as a fraction of the theoretical maximum amount of product (1.0 means a 100% yield; for example, 0.34 means a 34% yield). (1) The reactants are Br[C:2]1[CH:3]=[C:4]([N:22]([CH2:29][CH2:30][CH3:31])[CH:23]2[CH2:28][CH2:27][O:26][CH2:25][CH2:24]2)[C:5]([CH3:21])=[C:6]([CH:20]=1)[C:7]([NH:9][CH2:10][C:11]1[C:12](=[O:19])[NH:13][C:14]([CH3:18])=[CH:15][C:16]=1[CH3:17])=[O:8].CC1(C)C(C)(C)OB([C:40]2[CH:52]=[CH:51][C:43]([CH2:44][N:45]3[CH2:50][CH2:49][O:48][CH2:47][CH2:46]3)=[CH:42][CH:41]=2)O1.C([O-])([O-])=O.[Na+].[Na+]. The yield is 0.837. The catalyst is O1CCOCC1.O.C1C=CC([P]([Pd]([P](C2C=CC=CC=2)(C2C=CC=CC=2)C2C=CC=CC=2)([P](C2C=CC=CC=2)(C2C=CC=CC=2)C2C=CC=CC=2)[P](C2C=CC=CC=2)(C2C=CC=CC=2)C2C=CC=CC=2)(C2C=CC=CC=2)C2C=CC=CC=2)=CC=1. The product is [CH3:17][C:16]1[CH:15]=[C:14]([CH3:18])[NH:13][C:12](=[O:19])[C:11]=1[CH2:10][NH:9][C:7]([C:6]1[CH:20]=[C:2]([C:40]2[CH:41]=[CH:42][C:43]([CH2:44][N:45]3[CH2:50][CH2:49][O:48][CH2:47][CH2:46]3)=[CH:51][CH:52]=2)[CH:3]=[C:4]([N:22]([CH2:29][CH2:30][CH3:31])[CH:23]2[CH2:28][CH2:27][O:26][CH2:25][CH2:24]2)[C:5]=1[CH3:21])=[O:8]. (2) The product is [F:1][C:2]1[C:3]([CH:22]=[O:23])=[CH:4][N:5]([S:13]([C:16]2[CH:17]=[N:18][CH:19]=[CH:20][CH:21]=2)(=[O:15])=[O:14])[C:6]=1[C:7]1[CH:12]=[CH:11][CH:10]=[CH:9][CH:8]=1. The reactants are [F:1][C:2]1[C:3]([C:22](OC)=[O:23])=[CH:4][N:5]([S:13]([C:16]2[CH:17]=[N:18][CH:19]=[CH:20][CH:21]=2)(=[O:15])=[O:14])[C:6]=1[C:7]1[CH:12]=[CH:11][CH:10]=[CH:9][CH:8]=1.[H-].C([Al+]CC(C)C)C(C)C.O.C(OCC)(=O)C. The yield is 0.670. The catalyst is O1CCCC1.C1(C)C=CC=CC=1. (3) The reactants are [CH2:1]([N:8]1[CH2:12][CH2:11][C@@H:10](O)[CH2:9]1)[C:2]1[CH:7]=[CH:6][CH:5]=[CH:4][CH:3]=1.C1(P(C2C=CC=CC=2)C2C=CC=CC=2)C=CC=CC=1.C([O-])(O)=O.[Na+].O.C(Cl)(Cl)(Cl)[Cl:40]. No catalyst specified. The product is [CH2:1]([N:8]1[CH2:12][CH2:11][C@H:10]([Cl:40])[CH2:9]1)[C:2]1[CH:7]=[CH:6][CH:5]=[CH:4][CH:3]=1. The yield is 0.720. (4) The reactants are [OH:1][CH2:2][CH2:3][CH2:4][CH2:5][CH2:6][CH2:7][O:8][C:9]1[CH:14]=[CH:13][C:12](/[CH:15]=[CH:16]/[C:17]2[CH:22]=[CH:21][C:20]([O:23]C3CCCCO3)=[CH:19][CH:18]=2)=[CH:11][CH:10]=1.C1CCCCC=1. The catalyst is [OH-].[Pd+2].[OH-].C(O)C. The product is [OH:1][CH2:2][CH2:3][CH2:4][CH2:5][CH2:6][CH2:7][O:8][C:9]1[CH:14]=[CH:13][C:12]([CH2:15][CH2:16][C:17]2[CH:18]=[CH:19][C:20]([OH:23])=[CH:21][CH:22]=2)=[CH:11][CH:10]=1. The yield is 0.860. (5) The yield is 1.00. The reactants are FC(F)(F)C([N:5]1[CH:10]2[CH2:11][CH2:12][CH:6]1[CH2:7][C:8]1([O:17][C:16]3[CH:18]=[CH:19][CH:20]=[CH:21][C:15]=3[N:14]3[CH:22]=[CH:23][CH:24]=[C:13]13)[CH2:9]2)=O.[OH-].[Na+]. The product is [CH:6]12[NH:5][CH:10]([CH2:11][CH2:12]1)[CH2:9][C:8]1([O:17][C:16]3[CH:18]=[CH:19][CH:20]=[CH:21][C:15]=3[N:14]3[CH:22]=[CH:23][CH:24]=[C:13]13)[CH2:7]2. The catalyst is CO.